The task is: Regression. Given a peptide amino acid sequence and an MHC pseudo amino acid sequence, predict their binding affinity value. This is MHC class II binding data.. This data is from Peptide-MHC class II binding affinity with 134,281 pairs from IEDB. The binding affinity (normalized) is 0.677. The MHC is DRB1_0101 with pseudo-sequence DRB1_0101. The peptide sequence is TKKYFAATQFEPLAA.